This data is from Forward reaction prediction with 1.9M reactions from USPTO patents (1976-2016). The task is: Predict the product of the given reaction. (1) Given the reactants [NH3:1].[Cl:2][C:3]1[CH:8]=[C:7]([C:9]([F:12])([F:11])[F:10])[CH:6]=[C:5]([Cl:13])[C:4]=1[N:14]=[C:15](Cl)[C:16]([F:22])([F:21])[C:17]([F:20])([F:19])[F:18], predict the reaction product. The product is: [Cl:2][C:3]1[CH:8]=[C:7]([C:9]([F:12])([F:11])[F:10])[CH:6]=[C:5]([Cl:13])[C:4]=1[NH:14][C:15](=[NH:1])[C:16]([F:22])([F:21])[C:17]([F:20])([F:19])[F:18]. (2) Given the reactants [Cl:1]C1C=C(C=CC=1)C([O-])=O.O[N+:12]1[CH:17]=[CH:16][CH:15]=[C:14]2[CH:18]=[CH:19][NH:20][C:13]=12, predict the reaction product. The product is: [Cl:1][C:15]1[CH:16]=[CH:17][N:12]=[C:13]2[NH:20][CH:19]=[CH:18][C:14]=12. (3) Given the reactants [NH2:1][C:2]1[CH:3]=[CH:4][C:5]([Cl:11])=[C:6]([C:8](=[O:10])[CH3:9])[CH:7]=1.[CH3:12][S:13](Cl)(=[O:15])=[O:14].O, predict the reaction product. The product is: [C:8]([C:6]1[CH:7]=[C:2]([NH:1][S:13]([CH3:12])(=[O:15])=[O:14])[CH:3]=[CH:4][C:5]=1[Cl:11])(=[O:10])[CH3:9].